From a dataset of Reaction yield outcomes from USPTO patents with 853,638 reactions. Predict the reaction yield, written as a fraction of the theoretical maximum amount of product (1.0 means a 100% yield; for example, 0.34 means a 34% yield). (1) The reactants are [Br:1][C:2]1[CH:24]=[N:23][C:5]2[N:6]([CH3:22])[C:7](=[O:21])[N:8]([CH2:11][CH2:12][CH2:13][O:14][CH:15]3CCCC[O:16]3)[C:9](=[O:10])[C:4]=2[C:3]=1[CH:25](O)[C:26]1[CH:27]=[N:28][C:29]([C:32]([F:35])([F:34])[F:33])=[CH:30][CH:31]=1. The catalyst is C(O)=O.[Zn]. The product is [Br:1][C:2]1[CH:24]=[N:23][C:5]2[N:6]([CH3:22])[C:7](=[O:21])[N:8]([CH2:11][CH2:12][CH2:13][O:14][CH:15]=[O:16])[C:9](=[O:10])[C:4]=2[C:3]=1[CH2:25][C:26]1[CH:27]=[N:28][C:29]([C:32]([F:35])([F:33])[F:34])=[CH:30][CH:31]=1. The yield is 0.571. (2) The reactants are Br[C:2]1[CH:3]=[C:4]([C:8]([O:10][CH3:11])=[O:9])[N:5]([CH3:7])[CH:6]=1.[C:12]([O:16][C:17]([NH:19][C:20]1[CH:25]=[CH:24][C:23](B(O)O)=[CH:22][CH:21]=1)=[O:18])([CH3:15])([CH3:14])[CH3:13].CCO.C([O-])([O-])=O.[K+].[K+]. The catalyst is O.C1C=CC([P]([Pd]([P](C2C=CC=CC=2)(C2C=CC=CC=2)C2C=CC=CC=2)([P](C2C=CC=CC=2)(C2C=CC=CC=2)C2C=CC=CC=2)[P](C2C=CC=CC=2)(C2C=CC=CC=2)C2C=CC=CC=2)(C2C=CC=CC=2)C2C=CC=CC=2)=CC=1.C1(C)C=CC=CC=1. The product is [C:12]([O:16][C:17]([NH:19][C:20]1[CH:25]=[CH:24][C:23]([C:2]2[CH:3]=[C:4]([C:8]([O:10][CH3:11])=[O:9])[N:5]([CH3:7])[CH:6]=2)=[CH:22][CH:21]=1)=[O:18])([CH3:15])([CH3:13])[CH3:14]. The yield is 0.970. (3) The product is [CH3:42][O:41][C:38]1[CH:39]=[CH:40][C:35]([S:34][C:31]2[CH:30]=[CH:29][C:28]([CH2:27][N:24]3[CH2:25][CH2:26][CH:21]([C:16]4[CH:15]=[C:14]([NH:13][C:11](=[O:12])[CH2:10][NH:6][CH3:7])[CH:19]=[CH:18][C:17]=4[CH3:20])[CH2:22][CH2:23]3)=[CH:33][CH:32]=2)=[CH:36][CH:37]=1. The catalyst is C(Cl)Cl.C([O-])(O)=O.[Na+]. The reactants are C(O[N:6]([CH2:10][C:11]([NH:13][C:14]1[CH:19]=[CH:18][C:17]([CH3:20])=[C:16]([CH:21]2[CH2:26][CH2:25][N:24]([CH2:27][C:28]3[CH:33]=[CH:32][C:31]([S:34][C:35]4[CH:40]=[CH:39][C:38]([O:41][CH3:42])=[CH:37][CH:36]=4)=[CH:30][CH:29]=3)[CH2:23][CH2:22]2)[CH:15]=1)=[O:12])[C:7](C)=O)(C)(C)C.FC(F)(F)C(O)=O. The yield is 0.992. (4) The reactants are [Br:1][C:2]1[C:3]([OH:12])=[C:4]([C:8]([O:10][CH3:11])=[O:9])[S:5][C:6]=1Br.CC1(C)COB([C:20]2[N:24]([CH3:25])[N:23]=[CH:22][CH:21]=2)OC1.C([O-])([O-])=O.[K+].[K+]. The catalyst is O1CCOCC1.O.C1C=CC([P]([Pd]([P](C2C=CC=CC=2)(C2C=CC=CC=2)C2C=CC=CC=2)([P](C2C=CC=CC=2)(C2C=CC=CC=2)C2C=CC=CC=2)[P](C2C=CC=CC=2)(C2C=CC=CC=2)C2C=CC=CC=2)(C2C=CC=CC=2)C2C=CC=CC=2)=CC=1. The product is [Br:1][C:2]1[C:3]([OH:12])=[C:4]([C:8]([O:10][CH3:11])=[O:9])[S:5][C:6]=1[C:20]1[N:24]([CH3:25])[N:23]=[CH:22][CH:21]=1. The yield is 0.150. (5) The reactants are [CH3:1][NH:2][C:3]1[CH:8]=[CH:7][N:6]=[C:5]([NH2:9])[CH:4]=1.Br[CH2:11][C:12]([C:14]1[CH:15]=[C:16]([CH3:20])[CH:17]=[CH:18][CH:19]=1)=O. No catalyst specified. The product is [CH3:1][NH:2][C:3]1[CH:8]=[CH:7][N:6]2[CH:11]=[C:12]([C:14]3[CH:15]=[C:16]([CH3:20])[CH:17]=[CH:18][CH:19]=3)[N:9]=[C:5]2[CH:4]=1. The yield is 0.260. (6) The reactants are C(Cl)(=O)C(Cl)=O.CS(C)=O.[CH:11]([N:24]1[CH2:27][CH:26]([OH:28])[CH2:25]1)([C:18]1[CH:23]=[CH:22][CH:21]=[CH:20][CH:19]=1)[C:12]1[CH:17]=[CH:16][CH:15]=[CH:14][CH:13]=1.C(N(CC)CC)C.Cl.[OH-].[Na+]. The catalyst is ClCCl. The product is [CH:11]([N:24]1[CH2:27][C:26](=[O:28])[CH2:25]1)([C:18]1[CH:23]=[CH:22][CH:21]=[CH:20][CH:19]=1)[C:12]1[CH:13]=[CH:14][CH:15]=[CH:16][CH:17]=1. The yield is 0.740. (7) The reactants are [H-].[Na+].[NH:3]1[C:11]2[C:6](=[CH:7][CH:8]=[CH:9][CH:10]=2)[C:5](=[O:12])[C:4]1=[O:13].[CH3:14][O:15][C:16](=[O:25])[CH:17](Br)[CH2:18][CH:19]1[CH2:23][CH2:22][CH2:21][CH2:20]1. The catalyst is CN(C)C=O.O. The product is [CH3:14][O:15][C:16](=[O:25])[CH:17]([N:3]1[C:11]2[C:6](=[CH:7][CH:8]=[CH:9][CH:10]=2)[C:5](=[O:12])[C:4]1=[O:13])[CH2:18][CH:19]1[CH2:20][CH2:21][CH2:22][CH2:23]1. The yield is 0.490. (8) The yield is 0.952. The reactants are [F:1][C:2]1[CH:3]=[C:4]([N:9]2[CH2:13][C@@H:12]([CH2:14][N:15]3C(=O)C4C(=CC=CC=4)C3=O)[O:11][C:10]2=[O:26])[CH:5]=[CH:6][C:7]=1[I:8].O.NN. The product is [NH2:15][CH2:14][C@@H:12]1[O:11][C:10](=[O:26])[N:9]([C:4]2[CH:5]=[CH:6][C:7]([I:8])=[C:2]([F:1])[CH:3]=2)[CH2:13]1. The catalyst is C(O)C.